Dataset: Experimentally validated miRNA-target interactions with 360,000+ pairs, plus equal number of negative samples. Task: Binary Classification. Given a miRNA mature sequence and a target amino acid sequence, predict their likelihood of interaction. (1) The miRNA is mmu-miR-135a-1-3p with sequence UAUAGGGAUUGGAGCCGUGGCG. The protein sequence of the target gene is MNHLEGSAEVEVADEAPGGEVNESVEADLEHPEVVEGQQPSPSPPPPAGHEPEDHRGHPAPPPPPPPQEEEEEERGECLARSASTESGFHNHTDTAEGDVLAAARDGYEAERAQDADDESAYAVQYRPEAEEYTEQAEAEHVEAAQRRALPNHLHFHSLEHEEAMNAAYSGYVYTHRLFHRAEDEPYAEPYADYGGLQEHVYEEIGDAPELEARDGLRLYERERDEAAAYRQEALGARLHHYDERSDGESDSPEKEAEFAPYPRMDSYEQEEDIDQIVAEVKQSMSSQSLDKAAEDMPEA.... Result: 0 (no interaction). (2) The protein sequence of the target gene is MRRAAGMEDFSAEEEESWYDQQDLEQDLHLAAELGKTLLERNKELEGSLQQMYSTNEEQVQEIEYLTKQLDTLRHVNEQHAKVYEQLDLTARDLELTNHRLVLESKAAQQKIHGLTETIERLQAQVEELQAQVEQLRGLEQLRVLREKRERRRTIHTFPCLKELCTSPRCKDAFRLHSSSLELGPRPLEQENERLQTLVGALRSQVSQERQRKERAEREYTAVLQEYSELERQLCEMEACRLRVQELEAELLELQQMKQAKTYLLGPDDHLAEALLAPLTQAPEADDPQPGRGDDLGAQD.... The miRNA is hsa-miR-2115-3p with sequence CAUCAGAAUUCAUGGAGGCUAG. Result: 0 (no interaction). (3) The miRNA is rno-miR-187-3p with sequence UCGUGUCUUGUGUUGCAGCCGG. The protein sequence of the target gene is MSVGLPGPHSLPSSEEASNSGNASSMPAVFHPENYSCLQGSATEMLCTEAASPRPSSEDLPLQGSPDSSTSPKQKLSSPEADKGPEEEENKVLARKQKMRTVFSQAQLCALKDRFQKQKYLSLQQMQELSSILNLSYKQVKTWFQNQRMKCKRWQKNQWLKTSNGLIQKGSAPVEYPSIHCSYPQGYLVNASGSLSMWGSQTWTNPTWSSQTWTNPTWNNQTWTNPTWSSQAWTAQSWNGQPWNAAPLHNFGEDFLQPYVQLQQNFSASDLEVNLEATRESHAHFSTPQALELFLNYSVT.... Result: 0 (no interaction). (4) The miRNA is hsa-miR-376a-3p with sequence AUCAUAGAGGAAAAUCCACGU. The protein sequence of the target gene is MKEWKSKMEISEEKKSARAASEKLQRQITQECELVETSNSEDRLLKHWVSPLKDAMRHLPSQESGIREMHIIPQKAIVGEIGHGCNEGEKILSAGESSHRYEVSGQNFKQKSGLTEHQKIHNINKTYECKECEKTFNRSSNLIIHQRIHTGNKPYVCNECGKDSNQSSNLIIHQRIHTGKKPYICHECGKDFNQSSNLVRHKQIHSGGNPYECKECGKAFKGSSNLVLHQRIHSRGKPYLCNKCGKAFSQSTDLIIHHRIHTGEKPYECYDCGQMFSQSSHLVPHQRIHTGEKPLKCNEC.... Result: 1 (interaction). (5) The miRNA is hsa-miR-18a-3p with sequence ACUGCCCUAAGUGCUCCUUCUGG. The protein sequence of the target gene is MHWLRKVQGLCTLWGTQMSSRTLYINSRQLVSLQWGHQEVPAKFNFASDVLDHWADMEKAGKRLPSPALWWVNGKGKELMWNFRELSENSQQAANVLSGACGLQRGDRVAVVLPRVPEWWLVILGCIRAGLIFMPGTIQMKSTDILYRLQMSKAKAIVAGDEVIQEVDTVASECPSLRIKLLVSEKSCDGWLNFKKLLNEASTTHHCVETGSQEASAIYFTSGTSGLPKMAEHSYSSLGLKAKMDAGWTGLQASDIMWTISDTGWILNILCSLMEPWALGACTFVHLLPKFDPLVILKTL.... Result: 1 (interaction).